From a dataset of Catalyst prediction with 721,799 reactions and 888 catalyst types from USPTO. Predict which catalyst facilitates the given reaction. (1) Reactant: O[CH2:2][CH2:3][N:4]1[CH2:9][CH2:8][CH:7]([CH2:10][C:11]([NH:13][C:14]2[CH:19]=[CH:18][C:17]([S:20]([CH3:23])(=[O:22])=[O:21])=[CH:16][CH:15]=2)=[O:12])[CH2:6][CH2:5]1.S(Cl)([Cl:26])=O. Product: [ClH:26].[Cl:26][CH2:2][CH2:3][N:4]1[CH2:9][CH2:8][CH:7]([CH2:10][C:11]([NH:13][C:14]2[CH:19]=[CH:18][C:17]([S:20]([CH3:23])(=[O:22])=[O:21])=[CH:16][CH:15]=2)=[O:12])[CH2:6][CH2:5]1. The catalyst class is: 11. (2) Reactant: [F:1][C:2]([F:16])([F:15])[C:3]1[CH:14]=[CH:13][C:6]([CH2:7][CH:8]([C:11]#[N:12])[C:9]#[N:10])=[CH:5][CH:4]=1.[H-].[Na+].FC(F)(F)S(O[CH2:25][C:26]([F:35])([F:34])[C:27]([F:33])([F:32])[C:28]([F:31])([F:30])[F:29])(=O)=O. Product: [F:34][C:26]([F:35])([C:27]([F:32])([F:33])[C:28]([F:29])([F:31])[F:30])[CH2:25][C:8]([CH2:7][C:6]1[CH:5]=[CH:4][C:3]([C:2]([F:15])([F:16])[F:1])=[CH:14][CH:13]=1)([C:11]#[N:12])[C:9]#[N:10]. The catalyst class is: 9. (3) Reactant: [C:1]([C:4]1[CH:9]=[CH:8][N:7]=[CH:6][C:5]=1[NH:10][C:11](=O)[CH2:12][O:13][C:14]1[CH:15]=[CH:16][C:17]([Cl:25])=[C:18]([CH:24]=1)[C:19]([O:21][CH2:22][CH3:23])=[O:20])(=[O:3])[NH2:2].CC(C)([O-])C.[Na+].Cl. Product: [Cl:25][C:17]1[CH:16]=[CH:15][C:14]([O:13][CH2:12][C:11]2[NH:2][C:1](=[O:3])[C:4]3[CH:9]=[CH:8][N:7]=[CH:6][C:5]=3[N:10]=2)=[CH:24][C:18]=1[C:19]([O:21][CH2:22][CH3:23])=[O:20]. The catalyst class is: 10.